Dataset: Forward reaction prediction with 1.9M reactions from USPTO patents (1976-2016). Task: Predict the product of the given reaction. (1) Given the reactants [CH3:1][C:2]1[S:3][C:4]2[C:5](=[CH:7][S:8][CH:9]=2)[N:6]=1.C(=O)=O.[Br:13]N1C(=O)CCC1=O.[Cl-].[Na+], predict the reaction product. The product is: [Br:13][C:9]1[S:8][CH:7]=[C:5]2[C:4]=1[S:3][C:2]([CH3:1])=[N:6]2. (2) The product is: [CH3:20][O:21][C:22]([C:24]1[S:25][C:26]([N+:30]([O-:32])=[O:31])=[C:27]([S:46][C:37]2[CH:38]=[C:39]([C:40]3[CH:41]=[CH:42][CH:43]=[CH:44][CH:45]=3)[C:34]([CH3:33])=[CH:35][CH:36]=2)[CH:28]=1)=[O:23]. Given the reactants C1(P(C2C=CC=CC=2)C2C=CC=CC=2)C=CC=CC=1.[CH3:20][O:21][C:22]([C:24]1[S:25][C:26]([N+:30]([O-:32])=[O:31])=[C:27](Br)[CH:28]=1)=[O:23].[CH3:33][C:34]1[C:39]([C:40]2[CH:45]=[CH:44][CH:43]=[CH:42][CH:41]=2)=[CH:38][C:37]([SH:46])=[CH:36][CH:35]=1, predict the reaction product. (3) Given the reactants C(OC(=O)[NH:7][C:8]1[CH:13]=[C:12]([CH3:14])[C:11]([C:15]([F:18])([F:17])[F:16])=[CH:10][C:9]=1[NH:19][C:20](=[O:39])[CH2:21][C:22]([C:24]1[CH:29]=[CH:28][CH:27]=[C:26]([C:30]2[CH:31]=[N:32][C:33]([CH:36]([CH3:38])[CH3:37])=[CH:34][CH:35]=2)[CH:25]=1)=O)(C)(C)C.C(O)(C(F)(F)F)=O, predict the reaction product. The product is: [CH:36]([C:33]1[N:32]=[CH:31][C:30]([C:26]2[CH:25]=[C:24]([C:22]3[CH2:21][C:20](=[O:39])[NH:19][C:9]4[CH:10]=[C:11]([C:15]([F:18])([F:17])[F:16])[C:12]([CH3:14])=[CH:13][C:8]=4[N:7]=3)[CH:29]=[CH:28][CH:27]=2)=[CH:35][CH:34]=1)([CH3:38])[CH3:37]. (4) Given the reactants Cl[C:2](Cl)([O:4]C(=O)OC(Cl)(Cl)Cl)Cl.[NH2:13][C@H:14]([CH2:36][CH3:37])[C:15]([NH:17][C:18]1[CH:19]=[N:20][C:21]([O:24][C:25]2[C:33]3[CH:32]([CH2:34][CH3:35])[O:31][CH2:30][C:29]=3[CH:28]=[CH:27][CH:26]=2)=[CH:22][CH:23]=1)=[O:16], predict the reaction product. The product is: [CH2:36]([C@H:14]1[NH:13][C:2](=[O:4])[N:17]([C:18]2[CH:19]=[N:20][C:21]([O:24][C:25]3[C:33]4[CH:32]([CH2:34][CH3:35])[O:31][CH2:30][C:29]=4[CH:28]=[CH:27][CH:26]=3)=[CH:22][CH:23]=2)[C:15]1=[O:16])[CH3:37]. (5) Given the reactants [CH:1]1([NH:4][C:5](=[O:30])[C:6]2[CH:11]=[CH:10][C:9]([CH3:12])=[C:8]([NH:13][C:14](=[O:29])[C:15]3[CH:20]=[CH:19][C:18]([O:21][CH2:22][C:23]4[CH:27]=[C:26]([CH3:28])[O:25][N:24]=4)=[CH:17][CH:16]=3)[CH:7]=2)[CH2:3][CH2:2]1.[BrH:31], predict the reaction product. The product is: [BrH:31].[CH:1]1([NH:4][C:5](=[O:30])[C:6]2[CH:11]=[CH:10][C:9]([CH3:12])=[C:8]([NH:13][C:14](=[O:29])[C:15]3[CH:16]=[CH:17][C:18]([O:21][CH2:22][C:23]4[CH:27]=[C:26]([CH3:28])[O:25][N:24]=4)=[CH:19][CH:20]=3)[CH:7]=2)[CH2:3][CH2:2]1. (6) Given the reactants [CH2:1]([O:8][CH2:9][CH2:10][N:11]([C:16]1[CH:21]=[C:20]([C:22]([CH3:25])([CH3:24])[CH3:23])[CH:19]=[C:18]([N+:26]([O-])=O)[C:17]=1[O:29][CH3:30])[S:12]([CH3:15])(=[O:14])=[O:13])[C:2]1[CH:7]=[CH:6][CH:5]=[CH:4][CH:3]=1.[NH4+].[Cl-], predict the reaction product. The product is: [NH2:26][C:18]1[C:17]([O:29][CH3:30])=[C:16]([N:11]([CH2:10][CH2:9][O:8][CH2:1][C:2]2[CH:3]=[CH:4][CH:5]=[CH:6][CH:7]=2)[S:12]([CH3:15])(=[O:14])=[O:13])[CH:21]=[C:20]([C:22]([CH3:25])([CH3:24])[CH3:23])[CH:19]=1. (7) Given the reactants [Cl:1][C:2]1[N:7]=[C:6]([NH2:8])[C:5]([O:9]C)=[CH:4][N:3]=1.B(Br)(Br)Br.CO, predict the reaction product. The product is: [NH2:8][C:6]1[C:5]([OH:9])=[CH:4][N:3]=[C:2]([Cl:1])[N:7]=1. (8) Given the reactants Br[C:2]1[CH:15]=[C:14]2[C:5]([O:6][CH2:7][CH2:8][N:9]3[C:13]2=[N:12][C:11]([C:16]2[N:20]([CH:21]([CH3:23])[CH3:22])[N:19]=[C:18]([CH3:24])[N:17]=2)=[CH:10]3)=[CH:4][C:3]=1[CH3:25].C([Sn](CCCC)(CCCC)[C:31]([O:33][CH2:34][CH3:35])=[CH2:32])CCC.[Li+].[Cl-].[F-].[K+], predict the reaction product. The product is: [CH2:34]([O:33][C:31]([C:2]1[CH:15]=[C:14]2[C:5]([O:6][CH2:7][CH2:8][N:9]3[C:13]2=[N:12][C:11]([C:16]2[N:20]([CH:21]([CH3:22])[CH3:23])[N:19]=[C:18]([CH3:24])[N:17]=2)=[CH:10]3)=[CH:4][C:3]=1[CH3:25])=[CH2:32])[CH3:35]. (9) Given the reactants [NH:1]1[CH2:6][CH2:5][CH:4]([CH2:7][O:8][C:9]2[C:13]3[C:14]([O:18][CH:19]4[CH2:24][CH2:23][O:22][CH2:21][CH2:20]4)=[CH:15][CH:16]=[CH:17][C:12]=3[O:11][N:10]=2)[CH2:3][CH2:2]1.[CH:25]([C:27]1([C:32]([O:34][CH3:35])=[O:33])[CH2:31][CH2:30][CH2:29][CH2:28]1)=O.C(C1(C(OC)=O)CCC1)=O, predict the reaction product. The product is: [O:22]1[CH2:23][CH2:24][CH:19]([O:18][C:14]2[C:13]3[C:9]([O:8][CH2:7][CH:4]4[CH2:3][CH2:2][N:1]([CH2:25][C:27]5([C:32]([O:34][CH3:35])=[O:33])[CH2:31][CH2:30][CH2:29][CH2:28]5)[CH2:6][CH2:5]4)=[N:10][O:11][C:12]=3[CH:17]=[CH:16][CH:15]=2)[CH2:20][CH2:21]1.